Dataset: Full USPTO retrosynthesis dataset with 1.9M reactions from patents (1976-2016). Task: Predict the reactants needed to synthesize the given product. (1) Given the product [CH2:1]([N:8]1[C:16]2[C:11](=[CH:12][C:13]([O:17][CH3:18])=[CH:14][CH:15]=2)[C:10]([CH2:19][Cl:23])=[N:9]1)[C:2]1[CH:7]=[CH:6][CH:5]=[CH:4][CH:3]=1, predict the reactants needed to synthesize it. The reactants are: [CH2:1]([N:8]1[C:16]2[C:11](=[CH:12][C:13]([O:17][CH3:18])=[CH:14][CH:15]=2)[C:10]([CH2:19]O)=[N:9]1)[C:2]1[CH:7]=[CH:6][CH:5]=[CH:4][CH:3]=1.S(Cl)([Cl:23])=O. (2) Given the product [C:15]([O:14][C:12](=[O:13])[NH:11][CH2:10][CH2:9][CH2:8][CH2:7][CH2:6][N:1]1[CH2:5][CH2:4][CH2:3][CH2:2]1)([CH3:18])([CH3:17])[CH3:16], predict the reactants needed to synthesize it. The reactants are: [N:1]1([CH2:6][CH2:7][CH2:8][CH2:9][CH2:10][NH2:11])[CH2:5][CH2:4][CH2:3][CH2:2]1.[C:12](O[C:12]([O:14][C:15]([CH3:18])([CH3:17])[CH3:16])=[O:13])([O:14][C:15]([CH3:18])([CH3:17])[CH3:16])=[O:13].[OH-].[Na+]. (3) Given the product [NH2:1][C:4]1[CH:12]=[CH:11][CH:10]=[C:9]2[C:5]=1[CH:6]([CH2:13][C:14]([O:16][CH3:17])=[O:15])[CH2:7][NH:8]2, predict the reactants needed to synthesize it. The reactants are: [N+:1]([C:4]1[CH:12]=[CH:11][CH:10]=[C:9]2[C:5]=1[CH:6]([CH2:13][C:14]([O:16][CH3:17])=[O:15])[CH2:7][NH:8]2)([O-])=O.[H][H]. (4) Given the product [CH2:1]([O:8][C:9]([NH:11][C@H:12]([C:14]([NH2:19])=[O:16])[CH3:13])=[O:10])[C:2]1[CH:7]=[CH:6][CH:5]=[CH:4][CH:3]=1, predict the reactants needed to synthesize it. The reactants are: [CH2:1]([O:8][C:9]([NH:11][C@H:12]([C:14]([OH:16])=O)[CH3:13])=[O:10])[C:2]1[CH:7]=[CH:6][CH:5]=[CH:4][CH:3]=1.C(N1C=CN=C1)([N:19]1C=CN=C1)=O. (5) Given the product [CH:18]1([CH2:17][NH:16][C:14]([C:11]2[CH:12]=[CH:13][C:8]([C:6]3[C:5]([CH3:21])=[CH:4][CH:3]=[C:2]([NH:1][C:22](=[O:25])[CH2:23][CH3:24])[CH:7]=3)=[CH:9][CH:10]=2)=[O:15])[CH2:20][CH2:19]1, predict the reactants needed to synthesize it. The reactants are: [NH2:1][C:2]1[CH:3]=[CH:4][C:5]([CH3:21])=[C:6]([C:8]2[CH:13]=[CH:12][C:11]([C:14]([NH:16][CH2:17][CH:18]3[CH2:20][CH2:19]3)=[O:15])=[CH:10][CH:9]=2)[CH:7]=1.[C:22](O)(=[O:25])[CH2:23][CH3:24].